Dataset: Forward reaction prediction with 1.9M reactions from USPTO patents (1976-2016). Task: Predict the product of the given reaction. Given the reactants Br[C:2]1[CH:3]=[C:4]([CH2:9][NH:10][C:11]([C:13]2[CH:18]=[CH:17][CH:16]=[C:15]([C:19]([NH:21][CH2:22][C:23]3[C:24]([NH:36][CH:37]4[CH2:42][CH2:41][O:40][CH2:39][CH2:38]4)=[C:25]4[CH:33]=[N:32][N:31]([CH2:34][CH3:35])[C:26]4=[N:27][C:28]=3[CH2:29][CH3:30])=[O:20])[N:14]=2)=[O:12])[CH:5]=[CH:6][C:7]=1[F:8].[CH3:43][N:44]1[CH2:49][CH2:48][CH:47]([CH2:50][C:51]2[CH:56]=[CH:55][CH:54]=[C:53](B3OC(C)(C)C(C)(C)O3)[CH:52]=2)[CH2:46][CH2:45]1.C([O-])([O-])=O.[Na+].[Na+], predict the reaction product. The product is: [CH2:34]([N:31]1[C:26]2=[N:27][C:28]([CH2:29][CH3:30])=[C:23]([CH2:22][NH:21][C:19]([C:15]3[CH:16]=[CH:17][CH:18]=[C:13]([C:11]([NH:10][CH2:9][C:4]4[CH:3]=[C:2]([C:55]5[CH:54]=[CH:53][CH:52]=[C:51]([CH2:50][CH:47]6[CH2:48][CH2:49][N:44]([CH3:43])[CH2:45][CH2:46]6)[CH:56]=5)[C:7]([F:8])=[CH:6][CH:5]=4)=[O:12])[N:14]=3)=[O:20])[C:24]([NH:36][CH:37]3[CH2:42][CH2:41][O:40][CH2:39][CH2:38]3)=[C:25]2[CH:33]=[N:32]1)[CH3:35].